Dataset: Forward reaction prediction with 1.9M reactions from USPTO patents (1976-2016). Task: Predict the product of the given reaction. (1) Given the reactants ClCC1C=CC([C@H](C2C=CC(Cl)=CC=2)[N:10]2[CH2:13][C:12](=[C:14]([C:19]3[CH:24]=[C:23]([F:25])[CH:22]=[C:21]([F:26])[CH:20]=3)[S:15]([CH3:18])(=[O:17])=[O:16])[CH2:11]2)=CC=1.N1CCC[C@@H]1CO, predict the reaction product. The product is: [F:26][C:21]1[CH:20]=[C:19]([C:14](=[C:12]2[CH2:13][NH:10][CH2:11]2)[S:15]([CH3:18])(=[O:17])=[O:16])[CH:24]=[C:23]([F:25])[CH:22]=1. (2) Given the reactants Cl.[O:2]([NH2:4])[CH3:3].C([C:7](=[CH:11][C:12]1[CH:17]=[CH:16][CH:15]=[CH:14][CH:13]=1)[C:8]([OH:10])=[O:9])=O.N1C=CC=C[CH:19]=1, predict the reaction product. The product is: [CH3:3][O:2][N:4]=[CH:19][C:15]1[CH:14]=[CH:13][C:12]([CH:11]=[CH:7][C:8]([OH:10])=[O:9])=[CH:17][CH:16]=1. (3) Given the reactants [F:1][C:2]([F:27])([F:26])[C:3]1[CH:21]=[C:20]([C:22]([F:25])([F:24])[F:23])[CH:19]=[CH:18][C:4]=1[CH2:5][N:6]1[C:14]2[C:9](=[CH:10][C:11]([CH:15]=O)=[CH:12][CH:13]=2)[C:8]([I:17])=[N:7]1.[CH2:28]([N:30]([CH2:41][CH3:42])[CH2:31][CH2:32][N:33]([CH3:40])[C:34]1[S:35][CH2:36][C:37](=[O:39])[N:38]=1)[CH3:29], predict the reaction product. The product is: [F:1][C:2]([F:26])([F:27])[C:3]1[CH:21]=[C:20]([C:22]([F:24])([F:23])[F:25])[CH:19]=[CH:18][C:4]=1[CH2:5][N:6]1[C:14]2[C:9](=[CH:10][C:11]([CH:15]=[C:36]3[S:35][C:34]([N:33]([CH2:32][CH2:31][N:30]([CH2:41][CH3:42])[CH2:28][CH3:29])[CH3:40])=[N:38][C:37]3=[O:39])=[CH:12][CH:13]=2)[C:8]([I:17])=[N:7]1. (4) Given the reactants [Cl:1][C:2]1[CH:7]=[C:6](Cl)[CH:5]=[C:4]([Cl:9])[N:3]=1.C(=O)([O-])[O-].[Cs+].[Cs+].CN1CCCC1=O.[NH:23]1[CH:27]=[CH:26][CH:25]=[N:24]1, predict the reaction product. The product is: [Cl:1][C:2]1[CH:7]=[C:6]([N:23]2[CH:27]=[CH:26][CH:25]=[N:24]2)[CH:5]=[C:4]([Cl:9])[N:3]=1. (5) Given the reactants [C:1]1([S:7][CH2:8][CH2:9][NH2:10])[CH:6]=[CH:5][CH:4]=[CH:3][CH:2]=1.[C:11](O[C:11]([O:13][C:14]([CH3:17])([CH3:16])[CH3:15])=[O:12])([O:13][C:14]([CH3:17])([CH3:16])[CH3:15])=[O:12].C(=O)(O)[O-].[Na+], predict the reaction product. The product is: [C:14]([O:13][C:11]([NH:10][CH2:9][CH2:8][S:7][C:1]1[CH:6]=[CH:5][CH:4]=[CH:3][CH:2]=1)=[O:12])([CH3:17])([CH3:16])[CH3:15]. (6) Given the reactants [Br:1][C:2]1[CH:6]=[N:5][N:4]([CH3:7])[C:3]=1[C:8]1[CH:9]=[C:10]([NH2:21])[CH:11]=[CH:12][C:13]=1[O:14][C@@H:15]1[CH2:19][CH2:18][N:17]([CH3:20])[CH2:16]1.[F:22][C:23]1[CH:24]=[C:25]([CH:29]=[CH:30][C:31]=1[F:32])[C:26](Cl)=[O:27].C(N(CC)CC)C, predict the reaction product. The product is: [Br:1][C:2]1[CH:6]=[N:5][N:4]([CH3:7])[C:3]=1[C:8]1[CH:9]=[C:10]([NH:21][C:26](=[O:27])[C:25]2[CH:29]=[CH:30][C:31]([F:32])=[C:23]([F:22])[CH:24]=2)[CH:11]=[CH:12][C:13]=1[O:14][C@@H:15]1[CH2:19][CH2:18][N:17]([CH3:20])[CH2:16]1. (7) Given the reactants [CH2:1]([C:3]1[CH:8]=[CH:7][N:6]=[C:5]([NH2:9])[CH:4]=1)[CH3:2].[CH2:10]=O.C[O-].[Na+].[BH4-].[Na+], predict the reaction product. The product is: [CH2:1]([C:3]1[CH:8]=[CH:7][N:6]=[C:5]([NH:9][CH3:10])[CH:4]=1)[CH3:2].